The task is: Predict the product of the given reaction.. This data is from Forward reaction prediction with 1.9M reactions from USPTO patents (1976-2016). (1) Given the reactants C(C1CN([O:14][CH2:15][C:16]2[CH:39]=[CH:38][C:19]([O:20][CH2:21][C:22]3[N:23]=[C:24]([C:28]4[O:32][C:31]([C:33]([O:35][CH2:36][CH3:37])=[O:34])=[CH:30][CH:29]=4)[O:25][C:26]=3[CH3:27])=[C:18]([O:40][CH3:41])[CH:17]=2)N(C2C=CC=CC=2)C=1)=O.[Cl-].[CH2:43]([C:45]1[S:46][CH:47]=[C:48]([CH2:50][P+](C2C=CC=CC=2)(C2C=CC=CC=2)C2C=CC=CC=2)[N:49]=1)[CH3:44].C(=O)([O-])[O-].[K+].[K+].[CH3:76][N:77]([CH3:80])C=O, predict the reaction product. The product is: [CH2:43]([C:45]1[S:46][CH:47]=[C:48](/[CH:50]=[CH:27]\[C:26]2[C:22]([O:14][CH2:15][C:16]3[CH:39]=[CH:38][C:19]([O:20][CH2:21][C:22]4[N:23]=[C:24]([C:28]5[O:32][C:31]([C:33]([O:35][CH2:36][CH3:37])=[O:34])=[CH:30][CH:29]=5)[O:25][C:26]=4[CH3:27])=[C:18]([O:40][CH3:41])[CH:17]=3)=[N:23][N:77]([C:80]3[CH:38]=[CH:39][CH:16]=[CH:17][CH:18]=3)[CH:76]=2)[N:49]=1)[CH3:44]. (2) The product is: [F:34][C:33]([F:36])([F:35])[C:31]([OH:37])=[O:32].[CH3:29][N:12]([CH2:11][CH2:10][NH:2][CH3:1])[CH2:13][C:14]1[N:18]([CH:19]2[CH2:20][CH2:21][C:22]3([CH2:23][CH2:24][CH2:25][CH2:26]3)[CH2:27][CH2:28]2)[N:17]=[CH:16][CH:15]=1. Given the reactants [CH3:1][N:2]([CH2:10][CH2:11][N:12]([CH3:29])[CH2:13][C:14]1[N:18]([CH:19]2[CH2:28][CH2:27][C:22]3([CH2:26][CH2:25][CH2:24][CH2:23]3)[CH2:21][CH2:20]2)[N:17]=[CH:16][CH:15]=1)C(=O)OC(C)(C)C.O.[C:31]([OH:37])([C:33]([F:36])([F:35])[F:34])=[O:32].CC#N, predict the reaction product. (3) Given the reactants [Br:1][C:2]1[C:12]2[O:11][C:10]3[CH:13]=[CH:14][C:15]([NH2:17])=[CH:16][C:9]=3[CH:8]=[CH:7][C:6]=2[CH:5]=[CH:4][CH:3]=1, predict the reaction product. The product is: [Br:1][C:2]1[C:12]2[O:11][C:10]3[CH:13]=[CH:14][C:15]([NH2:17])=[CH:16][C:9]=3[CH2:8][CH2:7][C:6]=2[CH:5]=[CH:4][CH:3]=1. (4) Given the reactants [F:1][C:2]([F:31])([F:30])[C:3]1[CH:4]=[C:5]([C@H:13]([O:15][C@@H:16]2[C@@H:21]([C:22]3[CH:27]=[CH:26][C:25]([F:28])=[CH:24][CH:23]=3)[CH2:20][NH:19][C:18](=[S:29])[CH2:17]2)[CH3:14])[CH:6]=[C:7]([C:9]([F:12])([F:11])[F:10])[CH:8]=1.[H-].[Na+].I[CH3:35], predict the reaction product. The product is: [F:31][C:2]([F:1])([F:30])[C:3]1[CH:4]=[C:5]([C@H:13]([O:15][C@H:16]2[CH2:17][C:18]([S:29][CH3:35])=[N:19][CH2:20][C@@H:21]2[C:22]2[CH:27]=[CH:26][C:25]([F:28])=[CH:24][CH:23]=2)[CH3:14])[CH:6]=[C:7]([C:9]([F:11])([F:12])[F:10])[CH:8]=1. (5) The product is: [ClH:50].[Cl:50][C:41]1[C:42]([C:46]([F:47])([F:48])[F:49])=[CH:43][CH:44]=[CH:45][C:40]=1[CH2:39][N:24]([CH2:25][CH:26]([C:33]1[CH:34]=[CH:35][CH:36]=[CH:37][CH:38]=1)[C:27]1[CH:32]=[CH:31][CH:30]=[CH:29][CH:28]=1)[CH2:23][CH2:22][CH2:21][O:20][C:16]1[CH:17]=[CH:18][CH:19]=[C:14]([N:11]2[CH2:12][CH2:13][NH:8][CH2:9][CH2:10]2)[N:15]=1. Given the reactants C(OC([N:8]1[CH2:13][CH2:12][N:11]([C:14]2[CH:19]=[CH:18][CH:17]=[C:16]([O:20][CH2:21][CH2:22][CH2:23][N:24]([CH2:39][C:40]3[CH:45]=[CH:44][CH:43]=[C:42]([C:46]([F:49])([F:48])[F:47])[C:41]=3[Cl:50])[CH2:25][CH:26]([C:33]3[CH:38]=[CH:37][CH:36]=[CH:35][CH:34]=3)[C:27]3[CH:32]=[CH:31][CH:30]=[CH:29][CH:28]=3)[N:15]=2)[CH2:10][CH2:9]1)=O)(C)(C)C.Cl, predict the reaction product. (6) Given the reactants [Br:1][C:2]1[C:11]2[C:6](=[C:7]([F:14])[CH:8]=[C:9]([CH2:12][CH3:13])[CH:10]=2)[CH:5]=[CH:4][C:3]=1[CH:15]=O.Cl.[H][H], predict the reaction product. The product is: [Br:1][C:2]1[C:11]2[C:6](=[C:7]([F:14])[CH:8]=[C:9]([CH2:12][CH3:13])[CH:10]=2)[CH:5]=[CH:4][C:3]=1[CH3:15]. (7) Given the reactants C[O-].[Na+].[C:4]([C:6]1[CH:11]=[CH:10][C:9]([CH:12]2[CH2:17][CH2:16][N:15]([C:18]([C:20]3[CH:21]=[CH:22][C:23]([CH3:32])=[C:24]([NH:26][S:27]([CH:30]=[CH2:31])(=[O:29])=[O:28])[CH:25]=3)=[O:19])[CH2:14][CH2:13]2)=[CH:8][CH:7]=1)#[N:5].C[CH2:34][O:35]C(C)=O.C(O)(=O)CC(CC(O)=O)(C(O)=O)O, predict the reaction product. The product is: [C:4]([C:6]1[CH:11]=[CH:10][C:9]([CH:12]2[CH2:17][CH2:16][N:15]([C:18]([C:20]3[CH:21]=[CH:22][C:23]([CH3:32])=[C:24]([NH:26][S:27]([CH2:30][CH2:31][O:35][CH3:34])(=[O:29])=[O:28])[CH:25]=3)=[O:19])[CH2:14][CH2:13]2)=[CH:8][CH:7]=1)#[N:5]. (8) Given the reactants [CH2:1]([C:4]1[C:12]([N:13]([CH2:20][CH3:21])[CH:14]2[CH2:19][CH2:18][O:17][CH2:16][CH2:15]2)=[CH:11][CH:10]=[CH:9][C:5]=1[C:6]([OH:8])=O)[CH:2]=[CH2:3].C1C=NC2N(O)N=NC=2C=1.C(Cl)CCl.[CH2:36]([O:39][CH2:40][C:41]1[CH:46]=[C:45]([CH3:47])[N:44]=[C:43]([O:48][CH3:49])[C:42]=1[CH2:50][NH2:51])[CH:37]=[CH2:38].CN1CCOCC1, predict the reaction product. The product is: [CH2:1]([C:4]1[C:12]([N:13]([CH2:20][CH3:21])[CH:14]2[CH2:19][CH2:18][O:17][CH2:16][CH2:15]2)=[CH:11][CH:10]=[CH:9][C:5]=1[C:6]([NH:51][CH2:50][C:42]1[C:43]([O:48][CH3:49])=[N:44][C:45]([CH3:47])=[CH:46][C:41]=1[CH2:40][O:39][CH2:36][CH:37]=[CH2:38])=[O:8])[CH:2]=[CH2:3]. (9) Given the reactants [C:1]1([S:7]([CH:10]([C:12]2[CH:13]=[C:14]3[C:18](=[CH:19][CH:20]=2)[NH:17][C:16]2[N:21]=[CH:22][CH:23]=[CH:24][C:15]3=2)[CH3:11])(=[O:9])=[O:8])[CH:6]=[CH:5][CH:4]=[CH:3][CH:2]=1.OO.O.CC[O:30]C(C)=O, predict the reaction product. The product is: [C:1]1([S:7]([CH:10]([C:12]2[CH:13]=[C:14]3[C:18](=[CH:19][CH:20]=2)[NH:17][C:16]2=[N+:21]([O-:30])[CH:22]=[CH:23][CH:24]=[C:15]32)[CH3:11])(=[O:8])=[O:9])[CH:2]=[CH:3][CH:4]=[CH:5][CH:6]=1.